This data is from NCI-60 drug combinations with 297,098 pairs across 59 cell lines. The task is: Regression. Given two drug SMILES strings and cell line genomic features, predict the synergy score measuring deviation from expected non-interaction effect. (1) Drug 1: CC1=C(C=C(C=C1)NC2=NC=CC(=N2)N(C)C3=CC4=NN(C(=C4C=C3)C)C)S(=O)(=O)N.Cl. Drug 2: C1=C(C(=O)NC(=O)N1)N(CCCl)CCCl. Cell line: NCI-H522. Synergy scores: CSS=27.5, Synergy_ZIP=-2.26, Synergy_Bliss=2.43, Synergy_Loewe=-1.61, Synergy_HSA=2.68. (2) Drug 1: C1=NC2=C(N=C(N=C2N1C3C(C(C(O3)CO)O)F)Cl)N. Drug 2: CS(=O)(=O)CCNCC1=CC=C(O1)C2=CC3=C(C=C2)N=CN=C3NC4=CC(=C(C=C4)OCC5=CC(=CC=C5)F)Cl. Cell line: RXF 393. Synergy scores: CSS=-4.82, Synergy_ZIP=0.898, Synergy_Bliss=-2.50, Synergy_Loewe=-6.54, Synergy_HSA=-6.38.